This data is from Catalyst prediction with 721,799 reactions and 888 catalyst types from USPTO. The task is: Predict which catalyst facilitates the given reaction. (1) Reactant: C([O-])(=O)C.[NH4+:5].[CH3:6][C:7]1[N:12]=[C:11](OC2C=CC=CC=2)[C:10]2[N:20]=[CH:21][N:22]([CH2:23][CH2:24][O:25][C:26]3[CH:31]=[CH:30][CH:29]=[CH:28][CH:27]=3)[C:9]=2[C:8]=1[CH3:32]. Product: [CH3:6][C:7]1[N:12]=[C:11]([NH2:5])[C:10]2[N:20]=[CH:21][N:22]([CH2:23][CH2:24][O:25][C:26]3[CH:31]=[CH:30][CH:29]=[CH:28][CH:27]=3)[C:9]=2[C:8]=1[CH3:32]. The catalyst class is: 4. (2) Reactant: [CH2:1]([C:6]1[O:7][CH:8]=[CH:9][CH:10]=1)[CH2:2][CH2:3][CH2:4][CH3:5].ClC1C=CC=C(C(OO)=[O:19])C=1.C(=O)([O-])[O-].[Na+].[Na+]. Product: [O:19]=[C:6]([CH2:1][CH2:2][CH2:3][CH2:4][CH3:5])/[CH:10]=[CH:9]/[CH:8]=[O:7]. The catalyst class is: 4. (3) Reactant: [NH2:1][C:2]1[NH:6][N:5]=[CH:4][C:3]=1[C:7]([O:9]CC)=O.[C:12](OC)(OC)(OC)[CH2:13][CH2:14][CH3:15].C(O)(=O)C.[CH2:26]([NH2:33])[C:27]1[CH:32]=[CH:31][CH:30]=[CH:29][CH:28]=1. Product: [CH2:26]([N:33]1[C:7](=[O:9])[C:3]2[CH:4]=[N:5][NH:6][C:2]=2[N:1]=[C:12]1[CH2:13][CH2:14][CH3:15])[C:27]1[CH:32]=[CH:31][CH:30]=[CH:29][CH:28]=1. The catalyst class is: 8. (4) Product: [NH2:1][C:2]1[CH:7]=[CH:6][C:5]([S:8]([NH:11][C:12]2[CH:13]=[CH:14][C:15]3[CH2:19][O:18][B:17]([OH:20])[C:16]=3[CH:21]=2)(=[O:9])=[O:10])=[C:4]([CH2:22][CH2:23][CH:24]([OH:26])[CH3:25])[CH:3]=1. The catalyst class is: 5. Reactant: [NH2:1][C:2]1[CH:7]=[CH:6][C:5]([S:8]([NH:11][C:12]2[CH:13]=[CH:14][C:15]3[CH2:19][O:18][B:17]([OH:20])[C:16]=3[CH:21]=2)(=[O:10])=[O:9])=[C:4]([CH2:22][CH2:23][C:24](=[O:26])[CH3:25])[CH:3]=1.[BH4-].[Na+].Cl.